From a dataset of Catalyst prediction with 721,799 reactions and 888 catalyst types from USPTO. Predict which catalyst facilitates the given reaction. (1) Reactant: [H-].[H-].[H-].[H-].[Li+].[Al+3].[CH:7]1([CH:10]([NH:13][CH:14]([C:16]2[CH:21]=[CH:20][CH:19]=[CH:18][CH:17]=2)[CH3:15])[C:11]#[N:12])[CH2:9][CH2:8]1.O.[OH-].[Na+]. Product: [CH:7]1([CH:10]([NH:13][CH:14]([C:16]2[CH:17]=[CH:18][CH:19]=[CH:20][CH:21]=2)[CH3:15])[CH2:11][NH2:12])[CH2:9][CH2:8]1. The catalyst class is: 332. (2) Reactant: CS([C:5]1[N:6]=[C:7]([NH:26][C:27]2[CH:32]=[CH:31][C:30]([C:33]([F:36])([F:35])[F:34])=[CH:29][CH:28]=2)[C:8]2[CH2:14][CH2:13][N:12]([C:15]3[C:20]([C:21]([F:24])([F:23])[F:22])=[CH:19][CH:18]=[CH:17][N:16]=3)[CH2:11][CH2:10][C:9]=2[N:25]=1)(=O)=O.[NH2:37][C:38]1[CH:43]=[CH:42][CH:41]=[CH:40][CH:39]=1.C1(C)C=CC(S(O)(=O)=O)=CC=1. Product: [C:38]1([NH:37][C:5]2[N:6]=[C:7]([NH:26][C:27]3[CH:28]=[CH:29][C:30]([C:33]([F:35])([F:34])[F:36])=[CH:31][CH:32]=3)[C:8]3[CH2:14][CH2:13][N:12]([C:15]4[C:20]([C:21]([F:24])([F:22])[F:23])=[CH:19][CH:18]=[CH:17][N:16]=4)[CH2:11][CH2:10][C:9]=3[N:25]=2)[CH:43]=[CH:42][CH:41]=[CH:40][CH:39]=1. The catalyst class is: 11. (3) Reactant: [F:1][C:2]([F:21])([C:14]1[CH:19]=[CH:18][C:17]([F:20])=[CH:16][CH:15]=1)[C:3](=O)[CH2:4][C:5]1[CH:12]=[CH:11][CH:10]=[CH:9][C:6]=1[C:7]#[N:8].S(=O)(=O)(O)[OH:23]. Product: [F:1][C:2]([F:21])([C:14]1[CH:19]=[CH:18][C:17]([F:20])=[CH:16][CH:15]=1)[C:3]1[N:8]=[C:7]([OH:23])[C:6]2[C:5]([CH:4]=1)=[CH:12][CH:11]=[CH:10][CH:9]=2. The catalyst class is: 6.